This data is from Reaction yield outcomes from USPTO patents with 853,638 reactions. The task is: Predict the reaction yield, written as a fraction of the theoretical maximum amount of product (1.0 means a 100% yield; for example, 0.34 means a 34% yield). (1) The reactants are [O:1]=[C:2]1[CH2:8][CH2:7][CH2:6][CH2:5][CH2:4][N:3]1[C:9]1[CH:10]=[C:11]2[C:15](=[CH:16][CH:17]=1)[N:14](C(OC(C)(C)C)=O)[CH2:13][CH2:12]2.BrCCCCCC(Cl)=O.Cl. The catalyst is O1CCOCC1. The product is [NH:14]1[C:15]2[C:11](=[CH:10][C:9]([N:3]3[CH2:4][CH2:5][CH2:6][CH2:7][CH2:8][C:2]3=[O:1])=[CH:17][CH:16]=2)[CH2:12][CH2:13]1. The yield is 1.00. (2) The reactants are [Br:1][C:2]1[CH:3]=[CH:4][C:5]([C:8]([OH:10])=O)=[N:6][CH:7]=1.[CH3:11][N:12]1[CH2:17][CH2:16][NH:15][CH2:14][CH2:13]1.C1C=CC2N(O)N=NC=2C=1.C(N(CC)CC)C. The catalyst is C(#N)C.O. The product is [Br:1][C:2]1[CH:3]=[CH:4][C:5]([C:8]([N:15]2[CH2:16][CH2:17][N:12]([CH3:11])[CH2:13][CH2:14]2)=[O:10])=[N:6][CH:7]=1. The yield is 0.250. (3) The reactants are [NH2:1][C:2]1[CH:3]=[C:4]([CH:9]=[CH:10][C:11]=1[CH3:12])[C:5]([O:7][CH3:8])=[O:6].Cl.[N:14]1([C:20]2([C:23](O)=[O:24])[CH2:22][CH2:21]2)[CH2:19][CH2:18][O:17][CH2:16][CH2:15]1.F[P-](F)(F)(F)(F)F.N1(O[P+](N2CCCC2)(N2CCCC2)N2CCCC2)C2C=CC=CC=2N=N1.C(N(C(C)C)CC)(C)C. The catalyst is CN(C=O)C. The product is [CH3:12][C:11]1[CH:10]=[CH:9][C:4]([C:5]([O:7][CH3:8])=[O:6])=[CH:3][C:2]=1[NH:1][C:23]([C:20]1([N:14]2[CH2:19][CH2:18][O:17][CH2:16][CH2:15]2)[CH2:22][CH2:21]1)=[O:24]. The yield is 0.800. (4) The reactants are [F:1][C:2]1[C:7]2[N:8]([CH3:12])[C:9](=[O:11])[O:10][C:6]=2[CH:5]=[C:4]([NH:13][CH2:14][C@@H:15]([OH:20])[C:16]([O:18][CH3:19])=[O:17])[CH:3]=1.[C:21](N1C=CN=C1)(N1C=CN=C1)=[O:22]. The catalyst is C(#N)C.C(OCC)(=O)C. The product is [F:1][C:2]1[C:7]2[N:8]([CH3:12])[C:9](=[O:11])[O:10][C:6]=2[CH:5]=[C:4]([N:13]2[CH2:14][C@H:15]([C:16]([O:18][CH3:19])=[O:17])[O:20][C:21]2=[O:22])[CH:3]=1. The yield is 0.960. (5) The reactants are [F:1][C:2]([F:17])([F:16])[C:3]1[CH:4]=[C:5]([C:9]2[N:14]=[CH:13][C:12]([NH2:15])=[CH:11][N:10]=2)[CH:6]=[CH:7][CH:8]=1.[N+:18]([C:21]1[CH:29]=[CH:28][C:27]([N:30]2[CH2:35][CH2:34][CH2:33][CH2:32][CH2:31]2)=[CH:26][C:22]=1[C:23](O)=[O:24])([O-:20])=[O:19].CCN=C=NCCCN(C)C.Cl. The catalyst is ClCCl.CN(C)C1C=CN=CC=1.O. The product is [N+:18]([C:21]1[CH:29]=[CH:28][C:27]([N:30]2[CH2:35][CH2:34][CH2:33][CH2:32][CH2:31]2)=[CH:26][C:22]=1[C:23]([NH:15][C:12]1[CH:13]=[N:14][C:9]([C:5]2[CH:6]=[CH:7][CH:8]=[C:3]([C:2]([F:1])([F:16])[F:17])[CH:4]=2)=[N:10][CH:11]=1)=[O:24])([O-:20])=[O:19]. The yield is 0.270.